The task is: Predict hERG channel inhibition at various concentrations.. This data is from hERG Central: cardiac toxicity at 1µM, 10µM, and general inhibition. (1) The molecule is Fc1ccc(-[n+]2nc(Nc3ccccc3)sc2-c2c(Cl)cccc2Cl)cc1.[Cl-]. Results: hERG_inhib (hERG inhibition (general)): blocker. (2) The molecule is O=C(O)c1ccc(N/N=C/c2ccc(OC(=O)c3ccccc3Cl)cc2)cc1. Results: hERG_inhib (hERG inhibition (general)): blocker. (3) Results: hERG_inhib (hERG inhibition (general)): blocker. The molecule is COc1ccccc1C(=O)Nc1ccnn1C1CCN(CCCC2CCCC2)CC1.